This data is from Forward reaction prediction with 1.9M reactions from USPTO patents (1976-2016). The task is: Predict the product of the given reaction. (1) Given the reactants [CH2:1]([N:8]1[CH2:13][CH:12]=[C:11]([CH2:14][O:15][C:16]2[CH:21]=[CH:20][C:19]([O:22][CH3:23])=[CH:18][C:17]=2Br)[CH2:10][CH2:9]1)[C:2]1[CH:7]=[CH:6][CH:5]=[CH:4][CH:3]=1.CCCC[SnH](CCCC)CCCC, predict the reaction product. The product is: [CH2:1]([N:8]1[CH2:13][CH2:12][C:11]2([C:17]3[CH:18]=[C:19]([O:22][CH3:23])[CH:20]=[CH:21][C:16]=3[O:15][CH2:14]2)[CH2:10][CH2:9]1)[C:2]1[CH:7]=[CH:6][CH:5]=[CH:4][CH:3]=1. (2) Given the reactants [CH3:1][C:2]1([CH3:22])[CH2:7][C:6]([CH3:9])([CH3:8])[CH2:5][CH:4]([C:10]2[CH:15]=[CH:14][CH:13]=[CH:12][C:11]=2[N:16]2[CH2:21][CH2:20][NH:19][CH2:18][CH2:17]2)[CH2:3]1.C(O[C:26]1(O[Si](C)(C)C)[CH2:28][CH2:27]1)C.[B-]C#N.[Na+].C(O)(=O)C, predict the reaction product. The product is: [CH:26]1([N:19]2[CH2:18][CH2:17][N:16]([C:11]3[CH:12]=[CH:13][CH:14]=[CH:15][C:10]=3[CH:4]3[CH2:3][C:2]([CH3:22])([CH3:1])[CH2:7][C:6]([CH3:8])([CH3:9])[CH2:5]3)[CH2:21][CH2:20]2)[CH2:28][CH2:27]1. (3) The product is: [F:32][C:9]([F:31])([F:8])[C:10]1[CH:11]=[C:12]([CH:24]=[C:25]([C:27]([F:30])([F:29])[F:28])[CH:26]=1)[CH2:13][NH:14][C:15]([C:17]1([CH3:23])[CH2:18][CH2:19][N:20]([CH2:9][CH:10]2[CH2:2][CH2:3][O:5][CH2:25][CH2:26]2)[CH2:21][CH2:22]1)=[O:16]. Given the reactants F[C:2](F)(F)[C:3]([OH:5])=O.[F:8][C:9]([F:32])([F:31])[C:10]1[CH:11]=[C:12]([CH:24]=[C:25]([C:27]([F:30])([F:29])[F:28])[CH:26]=1)[CH2:13][NH:14][C:15]([C:17]1([CH3:23])[CH2:22][CH2:21][NH:20][CH2:19][CH2:18]1)=[O:16], predict the reaction product. (4) Given the reactants [CH3:1][C:2]1[CH:7]=[C:6]([O:8][CH2:9][CH2:10][CH2:11][S:12]([CH3:15])(=[O:14])=[O:13])[CH:5]=[CH:4][C:3]=1[C:16]1[CH:21]=[CH:20][CH:19]=[C:18]([CH2:22]O)[CH:17]=1.P(Br)(Br)[Br:25].C([O-])(O)=O.[Na+], predict the reaction product. The product is: [Br:25][CH2:22][C:18]1[CH:17]=[C:16]([C:3]2[CH:4]=[CH:5][C:6]([O:8][CH2:9][CH2:10][CH2:11][S:12]([CH3:15])(=[O:14])=[O:13])=[CH:7][C:2]=2[CH3:1])[CH:21]=[CH:20][CH:19]=1. (5) Given the reactants [NH2:1][C:2](=[S:8])[C:3]([O:5][CH2:6][CH3:7])=[O:4].Cl[CH2:10][C:11](=O)[CH3:12], predict the reaction product. The product is: [CH3:12][C:11]1[N:1]=[C:2]([C:3]([O:5][CH2:6][CH3:7])=[O:4])[S:8][CH:10]=1. (6) The product is: [F:1][C:2]([F:16])([F:17])[C:3]1[CH:4]=[C:5]([C@H:13]([O:15][CH2:22][CH:21]=[CH2:20])[CH3:14])[CH:6]=[C:7]([C:9]([F:10])([F:11])[F:12])[CH:8]=1. Given the reactants [F:1][C:2]([F:17])([F:16])[C:3]1[CH:4]=[C:5]([C@H:13]([OH:15])[CH3:14])[CH:6]=[C:7]([C:9]([F:12])([F:11])[F:10])[CH:8]=1.[H-].[Na+].[CH2:20](Br)[CH:21]=[CH2:22], predict the reaction product.